Dataset: Reaction yield outcomes from USPTO patents with 853,638 reactions. Task: Predict the reaction yield, written as a fraction of the theoretical maximum amount of product (1.0 means a 100% yield; for example, 0.34 means a 34% yield). The reactants are N1C=CC=CC=1.[CH3:7][O:8][CH2:9][O:10][C:11]1[CH:12]=[C:13]([CH2:30][OH:31])[CH:14]=[C:15]([O:26][CH2:27][O:28][CH3:29])[C:16]=1[CH2:17]/[CH:18]=[CH:19]/[C:20]1[CH:25]=[CH:24][CH:23]=[CH:22][CH:21]=1. The catalyst is C(Cl)Cl. The yield is 1.00. The product is [CH3:29][O:28][CH2:27][O:26][C:15]1[CH:14]=[C:13]([CH:12]=[C:11]([O:10][CH2:9][O:8][CH3:7])[C:16]=1[CH2:17]/[CH:18]=[CH:19]/[C:20]1[CH:21]=[CH:22][CH:23]=[CH:24][CH:25]=1)[CH:30]=[O:31].